From a dataset of Reaction yield outcomes from USPTO patents with 853,638 reactions. Predict the reaction yield, written as a fraction of the theoretical maximum amount of product (1.0 means a 100% yield; for example, 0.34 means a 34% yield). (1) The reactants are [F:1][C:2]([F:7])([F:6])[C@@H:3]([OH:5])[CH3:4].[Cl:8][C:9]1[CH:10]=[C:11]([C:16]2[CH:21]=[CH:20][C:19]([Cl:22])=[CH:18][CH:17]=2)[C:12](F)=[N:13][CH:14]=1. The catalyst is CN(C=O)C. The product is [Cl:8][C:9]1[CH:10]=[C:11]([C:16]2[CH:17]=[CH:18][C:19]([Cl:22])=[CH:20][CH:21]=2)[C:12]([O:5][C@@H:3]([CH3:4])[C:2]([F:7])([F:6])[F:1])=[N:13][CH:14]=1. The yield is 0.768. (2) The yield is 1.00. The reactants are [CH3:1][N:2]([CH3:15])[C:3](=[O:14])[C@H:4]([CH3:13])[NH:5]C(OC(C)(C)C)=O.[ClH:16].CCOC(C)=O. The catalyst is CCOC(C)=O. The product is [ClH:16].[CH3:1][N:2]([CH3:15])[C:3](=[O:14])[C@H:4]([CH3:13])[NH2:5]. (3) The reactants are C1O[C:5]([OH:9])([CH2:7][OH:8])[CH2:4][O:3][C:2]1([OH:12])[CH2:10]O.[C:13]([OH:22])(=O)[CH2:14][CH2:15][CH2:16][CH2:17][CH2:18][CH2:19][CH3:20].[CH2:23]1[CH2:28][CH2:27][CH:26](N=C=N[CH:23]2[CH2:28][CH2:27][CH2:26][CH2:25][CH2:24]2)[CH2:25][CH2:24]1. The yield is 0.790. The catalyst is C(Cl)Cl.CN(C1C=CC=CC=1)C. The product is [C:13]([O:8][CH2:7][C:5]([CH2:4][O:3][C:2](=[O:12])[CH2:10][CH2:27][CH2:28][CH2:23][CH2:24][CH2:25][CH3:26])=[O:9])(=[O:22])[CH2:14][CH2:15][CH2:16][CH2:17][CH2:18][CH2:19][CH3:20]. (4) The reactants are [CH3:1][N:2]1[C:7]([CH3:9])([CH3:8])[CH:6]=[C:5]([C:10]2[CH:15]=[CH:14][C:13]([OH:16])=[CH:12][CH:11]=2)[CH2:4][C:3]1([CH3:18])[CH3:17]. The catalyst is [Pd].CO. The product is [CH3:1][N:2]1[C:7]([CH3:9])([CH3:8])[CH2:6][CH:5]([C:10]2[CH:11]=[CH:12][C:13]([OH:16])=[CH:14][CH:15]=2)[CH2:4][C:3]1([CH3:18])[CH3:17]. The yield is 0.600. (5) The reactants are [Br:1]Br.[N:3]1[C:8]2[NH:9][C:10](=[O:14])[CH2:11][CH2:12][CH2:13][C:7]=2[CH:6]=[CH:5][CH:4]=1. The catalyst is C(Cl)Cl. The product is [Br:1][C:5]1[CH:4]=[N:3][C:8]2[NH:9][C:10](=[O:14])[CH2:11][CH2:12][CH2:13][C:7]=2[CH:6]=1. The yield is 0.560. (6) The reactants are [F:1][C:2]([F:22])([O:6][C:7]1[CH:8]=[C:9]([CH2:13][NH:14][C:15]2[CH:16]=[C:17]([OH:21])[CH:18]=[CH:19][CH:20]=2)[CH:10]=[CH:11][CH:12]=1)[CH:3]([F:5])[F:4].[F:23][C:24]([F:29])([F:28])[CH:25]1[O:27][CH2:26]1.FC(F)(F)S([O-])(=O)=O.[Yb+3].FC(F)(F)S([O-])(=O)=O.FC(F)(F)S([O-])(=O)=O.O. The catalyst is C(#N)C. The product is [F:1][C:2]([F:22])([O:6][C:7]1[CH:8]=[C:9]([CH2:13][N:14]([CH2:26][CH:25]([OH:27])[C:24]([F:29])([F:28])[F:23])[C:15]2[CH:16]=[C:17]([OH:21])[CH:18]=[CH:19][CH:20]=2)[CH:10]=[CH:11][CH:12]=1)[CH:3]([F:4])[F:5]. The yield is 0.890. (7) The reactants are [CH2:1]([O:3][C:4]([C:6]1[C:14]2[CH2:13][CH2:12][C:11](=[CH:15]N(C)C)[C:10](=O)[C:9]=2[N:8]([CH3:20])[N:7]=1)=[O:5])[CH3:2].Cl.[NH2:22][C:23]([NH2:25])=[NH:24]. The catalyst is C(O)C.CC[O-].[Na+]. The product is [NH2:24][C:23]1[N:25]=[CH:15][C:11]2[CH:12]=[CH:13][C:14]3[C:6]([C:4]([O:3][CH2:1][CH3:2])=[O:5])=[N:7][N:8]([CH3:20])[C:9]=3[C:10]=2[N:22]=1. The yield is 0.850. (8) The reactants are [CH2:1]([CH:3]1[C:8](=[O:9])[N:7]([CH3:10])[C:6]2[CH:11]=[CH:12][CH:13]=[C:14]([C:15]3[C:16]4[CH:25]=[CH:24][N:23](S(C5C=CC(C)=CC=5)(=O)=O)[C:17]=4[C:18](=[O:22])[N:19]([CH3:21])[CH:20]=3)[C:5]=2[O:4]1)[CH3:2]. The catalyst is C(O)C.[OH-].[Na+].O. The product is [CH2:1]([CH:3]1[C:8](=[O:9])[N:7]([CH3:10])[C:6]2[CH:11]=[CH:12][CH:13]=[C:14]([C:15]3[C:16]4[CH:25]=[CH:24][NH:23][C:17]=4[C:18](=[O:22])[N:19]([CH3:21])[CH:20]=3)[C:5]=2[O:4]1)[CH3:2]. The yield is 0.400.